This data is from Experimentally validated miRNA-target interactions with 360,000+ pairs, plus equal number of negative samples. The task is: Binary Classification. Given a miRNA mature sequence and a target amino acid sequence, predict their likelihood of interaction. (1) The miRNA is mmu-miR-669c-3p with sequence UACACACACACACACAAGUAAA. The protein sequence of the target gene is MHKLKSSQKDKVRQFMACTQAGERTAIYCLTQNEWRLDEATDSFFQNPDSLHRESMRNAVDKKKLERLYGRYKDPQDENKIGVDGIQQFCDDLSLDPASISVLVIAWKFRAATQCEFSRKEFLDGMTELGCDSMEKLKALLPRLEQELKDTAKFKDFYQFTFTFAKNPGQKGLDLEMAVAYWKLVLSGRFKFLDLWNTFLMEHHKRSIPRDTWNLLLDFGNMIADDMSNYDEEGAWPVLIDDFVEYARPVVTGGKRSLF. Result: 0 (no interaction). (2) The miRNA is hsa-miR-6744-5p with sequence UGGAUGACAGUGGAGGCCU. The protein sequence of the target gene is MDALVEDDICILNHEKAHKRDTVTPVSIYSGDESVASHFALVTAYEDIKKRLKDSEKENSLLKKRIRFLEEKLIARFEEETSSVGREQVNKAYHAYREVCIDRDNLKSKLDKMNKDNSESLKVLNEQLQSKEVELLQLRTEVETQQVMRNLNPPSSNWEVEKLSCDLKIHGLEQELELMRKECSDLKIELQKAKQTDPYQEDNLKSRDLQKLSISSDNMQHAYWELKREMSNLHLVTQVQAELLRKLKTSTAIKKACAPVGCSEDLGRDSTKLHLMNFTATYTRHPPLLPNGKALCHTTS.... Result: 0 (no interaction). (3) The miRNA is rno-miR-324-5p with sequence CGCAUCCCCUAGGGCAUUGGUGU. The protein sequence of the target gene is MASTTTCTRFTDEYQLFEELGKGAFSVVRRCMKIPTGQEYAAKIINTKKLSARDHQKLEREARICRLLKHPNIVRLHDSISEEGFHYLVFDLVTGGELFEDIVAREYYSEADASHCIQQILESVNHCHLNGIVHRDLKPENLLLASKSKGAAVKLADFGLAIEVQGDQQAWFGFAGTPGYLSPEVLRKDPYGKPVDMWACGVILYILLVGYPPFWDEDQHRLYQQIKAGAYDFPSPEWDTVTPEAKDLINKMLTINPAKRITASEALKHPWICQRSTVASMMHRQETVDCLKKFNARRKL.... Result: 0 (no interaction).